From a dataset of CYP3A4 inhibition data for predicting drug metabolism from PubChem BioAssay. Regression/Classification. Given a drug SMILES string, predict its absorption, distribution, metabolism, or excretion properties. Task type varies by dataset: regression for continuous measurements (e.g., permeability, clearance, half-life) or binary classification for categorical outcomes (e.g., BBB penetration, CYP inhibition). Dataset: cyp3a4_veith. (1) The drug is CCN1C(=O)[C@H]2CC[C@@H]3/C(=N\NC(=O)OCc4ccc(OC)cc4)C[C@@H](O)[C@@H](O)[C@@H]3[C@@H]2C1=O. The result is 0 (non-inhibitor). (2) The molecule is O=C(O)c1ccc(Sc2nnnn2-c2ccccc2)c([N+](=O)[O-])c1. The result is 0 (non-inhibitor). (3) The drug is NCCc1ccc(S(=O)(=O)O)cc1[N+](=O)[O-]. The result is 0 (non-inhibitor). (4) The result is 0 (non-inhibitor). The drug is O=C(c1ccc(Cl)cc1)N1CCCC(c2ccccc2)=N1. (5) The molecule is CN(C)c1ncc2ncc(=O)n(C)c2n1. The result is 0 (non-inhibitor). (6) The drug is Clc1ccccc1C(Nc1ncccn1)Nc1ncccn1. The result is 0 (non-inhibitor). (7) The compound is Cc1c(-c2nc(N)nc(C3CC3)c2C)nc(N)nc1C1CC1. The result is 0 (non-inhibitor).